Dataset: Forward reaction prediction with 1.9M reactions from USPTO patents (1976-2016). Task: Predict the product of the given reaction. (1) Given the reactants O.[C:2]1([CH3:12])[CH:7]=[CH:6][C:5](S(O)(=O)=O)=[CH:4][CH:3]=1.[CH:13]1([CH2:18][C:19]([OH:21])=[O:20])[CH2:17][CH2:16][CH2:15][CH2:14]1.C(O)C1C=CC=CC=1.O, predict the reaction product. The product is: [CH:13]1([CH2:18][C:19]([O:21][CH2:12][C:2]2[CH:7]=[CH:6][CH:5]=[CH:4][CH:3]=2)=[O:20])[CH2:17][CH2:16][CH2:15][CH2:14]1. (2) Given the reactants [N+:1]([C:4]1[C:9]([OH:10])=[CH:8][CH:7]=[C:6]([CH3:11])[N:5]=1)([O-:3])=[O:2].Cl[C:13]1[C:22]2[C:17](=[CH:18][C:19]([O:25][CH3:26])=[C:20]([O:23][CH3:24])[CH:21]=2)[N:16]=[CH:15][CH:14]=1, predict the reaction product. The product is: [CH3:24][O:23][C:20]1[CH:21]=[C:22]2[C:17](=[CH:18][C:19]=1[O:25][CH3:26])[N:16]=[CH:15][CH:14]=[C:13]2[O:10][C:9]1[C:4]([N+:1]([O-:3])=[O:2])=[N:5][C:6]([CH3:11])=[CH:7][CH:8]=1. (3) Given the reactants [CH3:1][C:2]1[N:7]=[C:6]([C:8]2[CH:9]=[C:10](B(O)O)[CH:11]=[CH:12][CH:13]=2)[CH:5]=[C:4]([C:17]2[CH:22]=[CH:21][C:20]([C:23]([F:26])([F:25])[F:24])=[CH:19][CH:18]=2)[CH:3]=1.Br[C:28]1[S:32][C:31]([S:33]([NH2:36])(=[O:35])=[O:34])=[CH:30][CH:29]=1, predict the reaction product. The product is: [CH3:1][C:2]1[N:7]=[C:6]([C:8]2[CH:9]=[C:10]([C:28]3[S:32][C:31]([S:33]([NH2:36])(=[O:35])=[O:34])=[CH:30][CH:29]=3)[CH:11]=[CH:12][CH:13]=2)[CH:5]=[C:4]([C:17]2[CH:22]=[CH:21][C:20]([C:23]([F:26])([F:25])[F:24])=[CH:19][CH:18]=2)[CH:3]=1. (4) Given the reactants [CH3:1][O:2][C:3]1[CH:22]=[CH:21][C:6]([CH2:7][C@@H:8]2[C:12]3=[N:13][C:14]4[CH:19]=[CH:18][CH:17]=[CH:16][C:15]=4[N:11]3[C:10](=[O:20])[NH:9]2)=[CH:5][CH:4]=1.[CH3:23][C:24]1[CH:29]=[CH:28][C:27]([CH3:30])=[CH:26][C:25]=1[CH2:31][CH2:32][NH2:33].C(O)(C(F)(F)F)=O, predict the reaction product. The product is: [NH:11]1[C:15]2[CH:16]=[CH:17][CH:18]=[CH:19][C:14]=2[N:13]=[C:12]1[C@H:8]([NH:9][C:10]([NH:33][CH2:32][CH2:31][C:25]1[CH:26]=[C:27]([CH3:30])[CH:28]=[CH:29][C:24]=1[CH3:23])=[O:20])[CH2:7][C:6]1[CH:21]=[CH:22][C:3]([O:2][CH3:1])=[CH:4][CH:5]=1. (5) The product is: [F:1][C:2]([C:5]1[N:6]=[C:7]([CH2:10][N:11]2[N:15]=[C:14]([NH:16][C:29]([C:25]3[N:26]=[CH:27][O:28][C:24]=3[C:20]3[CH:21]=[CH:22][CH:23]=[C:18]([F:17])[CH:19]=3)=[O:30])[CH:13]=[N:12]2)[S:8][CH:9]=1)([F:4])[CH3:3]. Given the reactants [F:1][C:2]([C:5]1[N:6]=[C:7]([CH2:10][N:11]2[N:15]=[C:14]([NH2:16])[CH:13]=[N:12]2)[S:8][CH:9]=1)([F:4])[CH3:3].[F:17][C:18]1[CH:19]=[C:20]([C:24]2[O:28][CH:27]=[N:26][C:25]=2[C:29](O)=[O:30])[CH:21]=[CH:22][CH:23]=1, predict the reaction product.